From a dataset of Forward reaction prediction with 1.9M reactions from USPTO patents (1976-2016). Predict the product of the given reaction. Given the reactants C([O:4][C@@H:5]1[C@H:9]([O:10]C(=O)C)[C@@H:8]([C:14]#[CH:15])[O:7][C@H:6]1[N:16]1[CH:24]=[N:23][C:22]2[C:17]1=[N:18][CH:19]=[N:20][C:21]=2Cl)(=O)C.[CH:26]1([CH2:29][O:30][C:31]([N:33]2[CH2:38][CH2:37][CH:36]([NH2:39])[CH2:35][CH2:34]2)=[O:32])[CH2:28][CH2:27]1, predict the reaction product. The product is: [C:14]([C@H:8]1[O:7][C@@H:6]([N:16]2[CH:24]=[N:23][C:22]3[C:17]2=[N:18][CH:19]=[N:20][C:21]=3[NH:39][CH:36]2[CH2:35][CH2:34][N:33]([C:31]([O:30][CH2:29][CH:26]3[CH2:27][CH2:28]3)=[O:32])[CH2:38][CH2:37]2)[C@H:5]([OH:4])[C@@H:9]1[OH:10])#[CH:15].